Dataset: Reaction yield outcomes from USPTO patents with 853,638 reactions. Task: Predict the reaction yield, written as a fraction of the theoretical maximum amount of product (1.0 means a 100% yield; for example, 0.34 means a 34% yield). (1) The reactants are [CH:1](/[C:9]1[C:17]2[CH2:16][CH2:15][C:14]([O:18][C:19]3[CH:24]=[CH:23][CH:22]=[CH:21][CH:20]=3)=[CH:13][C:12]=2[NH:11][N:10]=1)=[CH:2]\[C:3]1[CH:8]=[CH:7][CH:6]=[CH:5][CH:4]=1. The catalyst is C1C2C(=CC=CC=2)CCC1.[Pd]. The product is [CH:1](/[C:9]1[C:17]2[C:12](=[CH:13][C:14]([O:18][C:19]3[CH:24]=[CH:23][CH:22]=[CH:21][CH:20]=3)=[CH:15][CH:16]=2)[NH:11][N:10]=1)=[CH:2]\[C:3]1[CH:4]=[CH:5][CH:6]=[CH:7][CH:8]=1. The yield is 0.550. (2) The reactants are CC1(C)COB([C:8]2[CH:9]=[C:10]([NH2:23])[C:11]([N:14]([CH2:19][CH:20]([CH3:22])[CH3:21])[CH2:15][CH:16]([CH3:18])[CH3:17])=[CH:12][CH:13]=2)OC1.Br[C:26]1[CH:31]=[CH:30][CH:29]=[CH:28][C:27]=1[NH:32][S:33]([C:36]([F:39])([F:38])[F:37])(=[O:35])=[O:34].P([O-])([O-])([O-])=O.[K+].[K+].[K+]. No catalyst specified. The product is [NH2:23][C:10]1[CH:9]=[C:8]([C:26]2[CH:31]=[CH:30][CH:29]=[CH:28][C:27]=2[NH:32][S:33]([C:36]([F:37])([F:38])[F:39])(=[O:35])=[O:34])[CH:13]=[CH:12][C:11]=1[N:14]([CH2:15][CH:16]([CH3:17])[CH3:18])[CH2:19][CH:20]([CH3:21])[CH3:22]. The yield is 0.410. (3) The catalyst is CO.O. The reactants are [NH:1]1[C:9]2[C:4](=[N:5][CH:6]=[C:7]([C:10]([O:12]C)=[O:11])[CH:8]=2)[CH:3]=[N:2]1.[OH-].[Na+]. The product is [NH:1]1[C:9]2[C:4](=[N:5][CH:6]=[C:7]([C:10]([OH:12])=[O:11])[CH:8]=2)[CH:3]=[N:2]1. The yield is 0.210.